From a dataset of Forward reaction prediction with 1.9M reactions from USPTO patents (1976-2016). Predict the product of the given reaction. (1) Given the reactants [C:1]([O:5][C:6](=[O:25])[N:7]([CH2:9][C:10]1[CH:14]=[C:13](Br)[N:12]([S:16]([C:19]2[CH:20]=[N:21][CH:22]=[CH:23][CH:24]=2)(=[O:18])=[O:17])[CH:11]=1)[CH3:8])([CH3:4])([CH3:3])[CH3:2].[Cl:26][C:27]1[C:32](B(O)O)=[CH:31][CH:30]=[CH:29][N:28]=1.C(=O)([O-])O.[Na+].COCCOC, predict the reaction product. The product is: [C:1]([O:5][C:6](=[O:25])[N:7]([CH2:9][C:10]1[CH:14]=[C:13]([C:32]2[C:27]([Cl:26])=[N:28][CH:29]=[CH:30][CH:31]=2)[N:12]([S:16]([C:19]2[CH:20]=[N:21][CH:22]=[CH:23][CH:24]=2)(=[O:18])=[O:17])[CH:11]=1)[CH3:8])([CH3:4])([CH3:3])[CH3:2]. (2) Given the reactants C[O:2][C:3](=[O:30])[CH2:4][CH2:5][CH2:6][CH2:7][CH2:8][NH:9][C:10](=[O:29])[C:11]1[CH:16]=[CH:15][CH:14]=[C:13]([CH:17]=[C:18]2[C:26]3[C:21](=[CH:22][CH:23]=[C:24]([F:27])[CH:25]=3)[NH:20][C:19]2=[O:28])[CH:12]=1.CO.[Li+].[OH-].Cl, predict the reaction product. The product is: [F:27][C:24]1[CH:25]=[C:26]2[C:21](=[CH:22][CH:23]=1)[NH:20][C:19](=[O:28])[C:18]2=[CH:17][C:13]1[CH:12]=[C:11]([CH:16]=[CH:15][CH:14]=1)[C:10]([NH:9][CH2:8][CH2:7][CH2:6][CH2:5][CH2:4][C:3]([OH:30])=[O:2])=[O:29]. (3) Given the reactants N#N.[CH3:3][O:4][C:5](=[O:19])[CH:6]([NH:9][C:10](=[O:18])[CH2:11][CH2:12][CH2:13][CH2:14][C:15](=[O:17])[CH3:16])[CH2:7]O.[OH-].COC(NS([N+](CC)(CC)CC)(=O)=O)=O, predict the reaction product. The product is: [CH3:3][O:4][C:5]([CH:6]1[CH2:7][O:18][C:10]([CH2:11][CH2:12][CH2:13][CH2:14][C:15](=[O:17])[CH3:16])=[N:9]1)=[O:19]. (4) Given the reactants [NH2:1][C:2]1[C:7]2[O:8][CH2:9][CH2:10][O:11][C:6]=2[C:5]([C:12]([O:14][CH2:15][CH:16]2[CH2:21][CH2:20][N:19]([CH2:22][C:23]#[N:24])[CH2:18][CH2:17]2)=[O:13])=[CH:4][C:3]=1[Cl:25].[H][H], predict the reaction product. The product is: [NH2:1][C:2]1[C:7]2[O:8][CH2:9][CH2:10][O:11][C:6]=2[C:5]([C:12]([O:14][CH2:15][CH:16]2[CH2:21][CH2:20][N:19]([CH2:22][CH2:23][NH2:24])[CH2:18][CH2:17]2)=[O:13])=[CH:4][C:3]=1[Cl:25]. (5) The product is: [F:42][C:43]([F:54])([F:53])[C:44]([NH:21][C:16]1([C:14]([N:11]2[CH2:12][CH2:13][C:8]([C:4]3[CH:5]=[CH:6][CH:7]=[C:2]([F:1])[CH:3]=3)([CH2:22][CH2:23][N:24]3[C@H:25]4[CH2:31][CH2:30][C@@H:29]3[CH2:28][CH:27]([N:32]3[C:36]5[CH:37]=[CH:38][CH:39]=[CH:40][C:35]=5[N:34]=[C:33]3[CH3:41])[CH2:26]4)[CH2:9][CH2:10]2)=[O:15])[CH2:20][CH2:19][CH2:18][CH2:17]1)=[O:45]. Given the reactants [F:1][C:2]1[CH:3]=[C:4]([C:8]2([CH2:22][CH2:23][N:24]3[C@H:29]4[CH2:30][CH2:31][C@@H:25]3[CH2:26][CH:27]([N:32]3[C:36]5[CH:37]=[CH:38][CH:39]=[CH:40][C:35]=5[N:34]=[C:33]3[CH3:41])[CH2:28]4)[CH2:13][CH2:12][N:11]([C:14]([C:16]3([NH2:21])[CH2:20][CH2:19][CH2:18][CH2:17]3)=[O:15])[CH2:10][CH2:9]2)[CH:5]=[CH:6][CH:7]=1.[F:42][C:43]([F:54])([F:53])[C:44](O[C:44](=[O:45])[C:43]([F:54])([F:53])[F:42])=[O:45].CCN(C(C)C)C(C)C, predict the reaction product. (6) Given the reactants [OH:1][C:2]1[CH:7]=[CH:6][C:5]([C:8]2[O:9][C:10]([CH3:22])=[C:11]([CH2:13][C:14]([N:16]3[CH2:20][CH2:19][CH2:18][C@H:17]3[CH3:21])=O)[N:12]=2)=[CH:4][CH:3]=1.[CH3:23][S:24]([C:27]1[CH:34]=[CH:33][C:30]([CH2:31]Cl)=[CH:29][CH:28]=1)(=[O:26])=[O:25].C([O-])([O-])=O.[Cs+].[Cs+].[I-].[K+], predict the reaction product. The product is: [CH3:23][S:24]([C:27]1[CH:34]=[CH:33][C:30]([CH2:31][O:1][C:2]2[CH:7]=[CH:6][C:5]([C:8]3[O:9][C:10]([CH3:22])=[C:11]([CH2:13][CH2:14][N:16]4[CH2:20][CH2:19][CH2:18][C@H:17]4[CH3:21])[N:12]=3)=[CH:4][CH:3]=2)=[CH:29][CH:28]=1)(=[O:25])=[O:26]. (7) Given the reactants C([O:3][P:4]([CH2:9][CH2:10][CH2:11][CH2:12][CH2:13][CH2:14][C:15]([F:27])([F:26])[C:16]([F:25])([F:24])[C:17]([F:23])([F:22])[C:18]([F:21])([F:20])[F:19])([O:6]CC)=[O:5])C.Br[Si](C)(C)C, predict the reaction product. The product is: [P:4]([CH2:9][CH2:10][CH2:11][CH2:12][CH2:13][CH2:14][C:15]([F:26])([F:27])[C:16]([F:24])([F:25])[C:17]([F:22])([F:23])[C:18]([F:19])([F:20])[F:21])([OH:5])([OH:6])=[O:3].